This data is from Reaction yield outcomes from USPTO patents with 853,638 reactions. The task is: Predict the reaction yield, written as a fraction of the theoretical maximum amount of product (1.0 means a 100% yield; for example, 0.34 means a 34% yield). (1) The reactants are C(O)(C(F)(F)F)=O.[CH3:8][O:9][C:10]1[CH:11]=[C:12]([C:19]2[CH2:28][CH2:27][C:22]3(OCC[O:23]3)[CH2:21][CH:20]=2)[CH:13]=[CH:14][C:15]=1[N+:16]([O-:18])=[O:17]. The catalyst is C(Cl)Cl. The product is [CH3:8][O:9][C:10]1[CH:11]=[C:12]([C:19]2[CH2:28][CH2:27][C:22](=[O:23])[CH2:21][CH:20]=2)[CH:13]=[CH:14][C:15]=1[N+:16]([O-:18])=[O:17]. The yield is 0.680. (2) The catalyst is CC(N(C)C)=O. The reactants are Cl[C:2]1[C:7]([N+:8]([O-:10])=[O:9])=[CH:6][C:5]([CH3:11])=[CH:4][C:3]=1[CH3:12].[Cu][C:14]#[N:15]. The product is [CH3:12][C:3]1[CH:4]=[C:5]([CH3:11])[CH:6]=[C:7]([N+:8]([O-:10])=[O:9])[C:2]=1[C:14]#[N:15]. The yield is 0.230. (3) The reactants are Br[C:2]1[CH:9]=[C:6]([CH:7]=[O:8])[C:5]([OH:10])=[CH:4][CH:3]=1.[C:11]1(B(O)O)[CH:16]=[CH:15][CH:14]=[CH:13][CH:12]=1.COCCOC.C(=O)([O-])[O-].[Na+].[Na+]. The catalyst is C1(C)C=CC=CC=1.O. The product is [CH:7]([C:6]1[CH:9]=[C:2]([C:11]2[CH:16]=[CH:15][CH:14]=[CH:13][CH:12]=2)[CH:3]=[CH:4][C:5]=1[OH:10])=[O:8]. The yield is 0.780. (4) The reactants are [Cl:1][C:2]1[C:11]2[C:6](=[C:7]([N+:12]([O-])=O)[CH:8]=[CH:9][CH:10]=2)[CH:5]=[CH:4][CH:3]=1.[CH3:15][C:16](OC(C)=O)=[O:17]. The catalyst is [Fe]. The product is [NH:12]([C:7]1[C:6]2[C:11](=[C:2]([Cl:1])[CH:3]=[CH:4][CH:5]=2)[CH:10]=[CH:9][CH:8]=1)[C:16]([CH3:15])=[O:17]. The yield is 0.950.